From a dataset of Reaction yield outcomes from USPTO patents with 853,638 reactions. Predict the reaction yield, written as a fraction of the theoretical maximum amount of product (1.0 means a 100% yield; for example, 0.34 means a 34% yield). (1) The product is [I:20][C:9]1[CH:8]=[C:7]([CH:12]=[C:11]([C:13]2[CH:18]=[CH:17][C:16]([CH3:19])=[CH:15][N:14]=2)[CH:10]=1)[C:6]([OH:21])=[O:5]. The reactants are O[Li].O.C[O:5][C:6](=[O:21])[C:7]1[CH:12]=[C:11]([C:13]2[CH:18]=[CH:17][C:16]([CH3:19])=[CH:15][N:14]=2)[CH:10]=[C:9]([I:20])[CH:8]=1. The catalyst is O.C1COCC1. The yield is 0.930. (2) The reactants are Cl[C:2]1[N:7]2[N:8]=[CH:9][C:10]([C:11]([O:13][CH2:14][CH3:15])=[O:12])=[C:6]2[N:5]=[CH:4][C:3]=1[C:16]([N:18]1[CH2:23][CH2:22][C:21]2([C:27]3[CH:28]=[CH:29][CH:30]=[CH:31][C:26]=3[O:25][CH2:24]2)[CH2:20][CH2:19]1)=[O:17].[NH2:32][C:33]1[CH:38]=[CH:37][CH:36]=[C:35]([CH3:39])[CH:34]=1. No catalyst specified. The product is [CH2:14]([O:13][C:11]([C:10]1[CH:9]=[N:8][N:7]2[C:2]([NH:32][C:33]3[CH:38]=[CH:37][CH:36]=[C:35]([CH3:39])[CH:34]=3)=[C:3]([C:16]([N:18]3[CH2:23][CH2:22][C:21]4([C:27]5[CH:28]=[CH:29][CH:30]=[CH:31][C:26]=5[O:25][CH2:24]4)[CH2:20][CH2:19]3)=[O:17])[CH:4]=[N:5][C:6]=12)=[O:12])[CH3:15]. The yield is 0.920. (3) The reactants are [N+:1]([C:4]1[CH:5]=[C:6]2[C:10](=[CH:11][CH:12]=1)[N:9]([C:13]1[CH:18]=[CH:17][N:16]=[CH:15][CH:14]=1)[CH:8]=[CH:7]2)([O-])=O. The catalyst is [Pd].C(OCC)(=O)C.CCO. The product is [N:16]1[CH:17]=[CH:18][C:13]([N:9]2[C:10]3[C:6](=[CH:5][C:4]([NH2:1])=[CH:12][CH:11]=3)[CH:7]=[CH:8]2)=[CH:14][CH:15]=1. The yield is 0.650. (4) The reactants are C([O:3][C:4](=[O:24])[CH:5]([O:21][CH2:22][CH3:23])[CH2:6][C:7]1[CH:12]=[CH:11][C:10]([OH:13])=[C:9]([CH2:14][C:15]2[CH:20]=[CH:19][CH:18]=[CH:17][CH:16]=2)[CH:8]=1)C.[OH-].[K+].Cl. The catalyst is CO.O. The product is [CH2:14]([C:9]1[CH:8]=[C:7]([CH2:6][CH:5]([O:21][CH2:22][CH3:23])[C:4]([OH:24])=[O:3])[CH:12]=[CH:11][C:10]=1[OH:13])[C:15]1[CH:20]=[CH:19][CH:18]=[CH:17][CH:16]=1. The yield is 0.748. (5) The reactants are Cl[C:2]1[C:7]([CH:8]=[O:9])=[C:6]([NH:10][C:11]2[CH:16]=[CH:15][CH:14]=[CH:13][CH:12]=2)[N:5]=[C:4]([S:17][CH3:18])[N:3]=1.C([O-])([O-])=O.[K+].[K+].[C:25]1(B(O)O)[CH:30]=[CH:29][CH:28]=[CH:27][CH:26]=1. The catalyst is O1CCOCC1.O. The product is [CH3:18][S:17][C:4]1[N:3]=[C:2]([C:25]2[CH:30]=[CH:29][CH:28]=[CH:27][CH:26]=2)[C:7]([CH:8]=[O:9])=[C:6]([NH:10][C:11]2[CH:16]=[CH:15][CH:14]=[CH:13][CH:12]=2)[N:5]=1. The yield is 0.700. (6) The reactants are [Cl:1][CH2:2][C:3]1[CH:4]=[C:5]([CH:18]=[CH:19][CH:20]=1)[O:6][C:7]1[CH:12]=[CH:11][C:10]([C:13]([F:16])([F:15])[F:14])=[CH:9][N+:8]=1[O-].O=P(Cl)(Cl)[Cl:23].C(=O)(O)[O-].[Na+]. The catalyst is C(OCC)(=O)C. The product is [Cl:23][C:9]1[C:10]([C:13]([F:16])([F:15])[F:14])=[CH:11][CH:12]=[C:7]([O:6][C:5]2[CH:18]=[CH:19][CH:20]=[C:3]([CH2:2][Cl:1])[CH:4]=2)[N:8]=1. The yield is 0.960. (7) The reactants are [Br:1][C:2]1[CH:19]=[CH:18][C:5]2[N:6]=[C:7]([C:9]3[CH:10]=[C:11]([CH:15]=[CH:16][CH:17]=3)[C:12]([NH2:14])=O)[O:8][C:4]=2[CH:3]=1.N1C=CC=CC=1.CN(C)C=O.C(Cl)(=O)C(Cl)=O. The catalyst is O. The product is [Br:1][C:2]1[CH:19]=[CH:18][C:5]2[N:6]=[C:7]([C:9]3[CH:10]=[C:11]([CH:15]=[CH:16][CH:17]=3)[C:12]#[N:14])[O:8][C:4]=2[CH:3]=1. The yield is 0.920. (8) The reactants are [C:1]1([CH2:7][S:8]([NH2:11])(=[O:10])=[O:9])[CH:6]=[CH:5][CH:4]=[CH:3][CH:2]=1.[H-].[Na+].[CH3:14][O:15][C:16](=[O:53])[C:17]1[CH:22]=[CH:21][C:20]([O:23][CH2:24][CH2:25][C:26]2[C:34]3[C:29](=[CH:30][CH:31]=[C:32]([Cl:35])[CH:33]=3)[N:28]([CH:36]([C:43]3[CH:48]=[CH:47][CH:46]=[CH:45][CH:44]=3)[C:37]3[CH:42]=[CH:41][CH:40]=[CH:39][CH:38]=3)[C:27]=2[CH2:49][CH2:50][CH2:51]Br)=[CH:19][CH:18]=1. The catalyst is CN(C=O)C. The product is [CH3:14][O:15][C:16](=[O:53])[C:17]1[CH:18]=[CH:19][C:20]([O:23][CH2:24][CH2:25][C:26]2[C:34]3[C:29](=[CH:30][CH:31]=[C:32]([Cl:35])[CH:33]=3)[N:28]([CH:36]([C:43]3[CH:48]=[CH:47][CH:46]=[CH:45][CH:44]=3)[C:37]3[CH:38]=[CH:39][CH:40]=[CH:41][CH:42]=3)[C:27]=2[CH2:49][CH2:50][CH2:51][NH:11][S:8]([CH2:7][C:1]2[CH:2]=[CH:3][CH:4]=[CH:5][CH:6]=2)(=[O:9])=[O:10])=[CH:21][CH:22]=1. The yield is 0.170.